This data is from Forward reaction prediction with 1.9M reactions from USPTO patents (1976-2016). The task is: Predict the product of the given reaction. (1) Given the reactants Br[C:2]1[CH:7]=[CH:6][C:5](/[CH:8]=[CH:9]/[C@@H:10]2[O:19][C@H:13]3[O:14][C:15]([CH3:18])([CH3:17])[O:16][C@H:12]3[C@H:11]2[CH2:20][CH2:21][N:22]2[C:27](=[O:28])[C:26]3[CH:29]=[CH:30][CH:31]=[CH:32][C:25]=3[N:24]=[N:23]2)=[CH:4][CH:3]=1.[CH3:33][O:34][C:35]1[CH:40]=[CH:39][C:38](B(O)O)=[CH:37][CH:36]=1.C(=O)([O-])[O-].[K+].[K+], predict the reaction product. The product is: [CH3:33][O:34][C:35]1[CH:40]=[CH:39][C:38]([C:2]2[CH:3]=[CH:4][C:5](/[CH:8]=[CH:9]/[C@@H:10]3[O:19][C@H:13]4[O:14][C:15]([CH3:17])([CH3:18])[O:16][C@H:12]4[C@H:11]3[CH2:20][CH2:21][N:22]3[C:27](=[O:28])[C:26]4[CH:29]=[CH:30][CH:31]=[CH:32][C:25]=4[N:24]=[N:23]3)=[CH:6][CH:7]=2)=[CH:37][CH:36]=1. (2) Given the reactants [CH2:1]([NH:3][C:4]1[CH:9]=[CH:8][C:7]([N+:10]([O-:12])=[O:11])=[CH:6][C:5]=1[CH2:13][NH:14][CH2:15][CH3:16])[CH3:2].C1N=CN([C:22](N2C=NC=C2)=[O:23])C=1, predict the reaction product. The product is: [CH2:1]([N:3]1[C:4]2[C:5](=[CH:6][C:7]([N+:10]([O-:12])=[O:11])=[CH:8][CH:9]=2)[CH2:13][N:14]([CH2:15][CH3:16])[C:22]1=[O:23])[CH3:2]. (3) Given the reactants C(OC(=O)[NH:7][C:8]1[N:9]([CH3:26])[C:10](=[O:25])[C:11]([CH3:24])([CH3:23])[C@:12]([C:15]2[CH:20]=[C:19](Br)[CH:18]=[CH:17][C:16]=2[F:22])([CH3:14])[N:13]=1)(C)(C)C.[CH3:28][N:29]1[C:33]([NH2:34])=[CH:32][C:31]([CH3:35])=[N:30]1, predict the reaction product. The product is: [NH2:7][C:8]1[N:9]([CH3:26])[C:10](=[O:25])[C:11]([CH3:23])([CH3:24])[C@:12]([C:15]2[CH:20]=[C:19]([NH:34][C:33]3[N:29]([CH3:28])[N:30]=[C:31]([CH3:35])[CH:32]=3)[CH:18]=[CH:17][C:16]=2[F:22])([CH3:14])[N:13]=1. (4) The product is: [F:35][C:2]([F:1])([F:34])[C:3]1[CH:8]=[CH:7][CH:6]=[CH:5][C:4]=1[C:9]([N:11]1[CH2:16][CH2:15][N:14]([C:17]2[N:18]=[CH:19][C:20]([C:23]3[N:24]=[N:25][N:26]([CH2:28][C:29]([OH:31])=[O:30])[N:27]=3)=[CH:21][N:22]=2)[CH2:13][CH2:12]1)=[O:10]. Given the reactants [F:1][C:2]([F:35])([F:34])[C:3]1[CH:8]=[CH:7][CH:6]=[CH:5][C:4]=1[C:9]([N:11]1[CH2:16][CH2:15][N:14]([C:17]2[N:22]=[CH:21][C:20]([C:23]3[N:24]=[N:25][N:26]([CH2:28][C:29]([O:31]CC)=[O:30])[N:27]=3)=[CH:19][N:18]=2)[CH2:13][CH2:12]1)=[O:10].C1COCC1.[Li+].[OH-], predict the reaction product. (5) Given the reactants C(OC(=O)[N:7]([C:30]1[CH:35]=[CH:34][C:33]([N:36]2[CH2:41][CH2:40][O:39][CH2:38][CH2:37]2)=[CH:32][CH:31]=1)[C:8]1[C:9]2[N:10]([CH:27]=[CH:28][N:29]=2)[C:11]([Sn](CCCC)(CCCC)CCCC)=[CH:12][N:13]=1)(C)(C)C.Br[C:44]1[S:48][C:47]([C:49]([NH2:51])=[O:50])=[N:46][CH:45]=1, predict the reaction product. The product is: [N:36]1([C:33]2[CH:34]=[CH:35][C:30]([NH:7][C:8]3[C:9]4[N:10]([CH:27]=[CH:28][N:29]=4)[C:11]([C:44]4[S:48][C:47]([C:49]([NH2:51])=[O:50])=[N:46][CH:45]=4)=[CH:12][N:13]=3)=[CH:31][CH:32]=2)[CH2:41][CH2:40][O:39][CH2:38][CH2:37]1.